Dataset: Peptide-MHC class II binding affinity with 134,281 pairs from IEDB. Task: Regression. Given a peptide amino acid sequence and an MHC pseudo amino acid sequence, predict their binding affinity value. This is MHC class II binding data. The peptide sequence is NGNELLLDLSLTKVN. The MHC is HLA-DPA10201-DPB10501 with pseudo-sequence HLA-DPA10201-DPB10501. The binding affinity (normalized) is 0.627.